From a dataset of Forward reaction prediction with 1.9M reactions from USPTO patents (1976-2016). Predict the product of the given reaction. (1) Given the reactants [CH3:1][C:2]1[N:7]=[C:6]([NH2:8])[CH:5]=[CH:4][C:3]=1[C:9]#[C:10][Si](C)(C)C.CO.C(=O)([O-])[O-].[K+].[K+], predict the reaction product. The product is: [C:9]([C:3]1[CH:4]=[CH:5][C:6]([NH2:8])=[N:7][C:2]=1[CH3:1])#[CH:10]. (2) Given the reactants [OH:1][C:2]1[C:7]([C:8]2[O:12][N:11]=[C:10]([C:13]3[CH:23]=[CH:22][C:16]([C:17]([O:19]CC)=[O:18])=[CH:15][CH:14]=3)[CH:9]=2)=[CH:6][N:5]=[C:4]([C:24]2[CH:29]=[CH:28][CH:27]=[CH:26][N:25]=2)[N:3]=1.[OH-].[K+], predict the reaction product. The product is: [OH:1][C:2]1[C:7]([C:8]2[O:12][N:11]=[C:10]([C:13]3[CH:14]=[CH:15][C:16]([C:17]([OH:19])=[O:18])=[CH:22][CH:23]=3)[CH:9]=2)=[CH:6][N:5]=[C:4]([C:24]2[CH:29]=[CH:28][CH:27]=[CH:26][N:25]=2)[N:3]=1. (3) The product is: [NH2:36][CH2:35][CH2:34][CH2:33][NH:32][C:30]1[N:31]=[C:26]([NH:25][C:21]2[CH:22]=[CH:23][CH:24]=[C:19]([CH2:18][CH2:17][CH2:16][NH2:12])[CH:20]=2)[C:27]2[C:47](=[O:48])[NH:46][CH:45]=[CH:44][C:28]=2[N:29]=1. Given the reactants C(O)(C(F)(F)F)=O.CC([N:12]([CH2:16][CH2:17][CH2:18][C:19]1[CH:24]=[CH:23][CH:22]=[C:21]([NH:25][C:26]2[C:27]3[C:47](=[O:48])[NH:46][CH:45]=[CH:44][C:28]=3[N:29]=[C:30]([NH:32][CH2:33][CH2:34][CH2:35][NH:36]C(OC(C)(C)C)=O)[N:31]=2)[CH:20]=1)C(=O)[O-])(C)C, predict the reaction product. (4) Given the reactants [C:1]1([N:7]2[C:15]3[C:10](=[CH:11][CH:12]=[CH:13][CH:14]=3)[C:9]([C:16](OC)=[O:17])=[N:8]2)[CH:6]=[CH:5][CH:4]=[CH:3][CH:2]=1.C1(C)C=CC=CC=1.[H-].C([Al+]CC(C)C)C(C)C.Cl, predict the reaction product. The product is: [C:1]1([N:7]2[C:15]3[C:10](=[CH:11][CH:12]=[CH:13][CH:14]=3)[C:9]([CH:16]=[O:17])=[N:8]2)[CH:2]=[CH:3][CH:4]=[CH:5][CH:6]=1. (5) Given the reactants [NH2:1][C@H:2]([C:8]([OH:10])=[O:9])[CH2:3][CH2:4][C:5](=[O:7])[NH2:6].[OH-].[Na+].[CH2:13]([CH:15]([CH2:20][CH2:21][CH2:22][CH3:23])[CH2:16][N:17]=[C:18]=[O:19])[CH3:14], predict the reaction product. The product is: [CH2:13]([CH:15]([CH2:20][CH2:21][CH2:22][CH3:23])[CH2:16][NH:17][C:18]([NH:1][C@H:2]([C:8]([OH:10])=[O:9])[CH2:3][CH2:4][C:5](=[O:7])[NH2:6])=[O:19])[CH3:14]. (6) Given the reactants CS(O[CH:6]1[CH2:9][CH:8]([C:10]([O:12][CH3:13])=[O:11])[CH2:7]1)(=O)=O.[F:14][C:15]([F:24])([F:23])[C:16]1[CH:17]=[C:18]([SH:22])[CH:19]=[CH:20][CH:21]=1, predict the reaction product. The product is: [F:24][C:15]([F:14])([F:23])[C:16]1[CH:17]=[C:18]([S:22][C@H:6]2[CH2:7][C@H:8]([C:10]([O:12][CH3:13])=[O:11])[CH2:9]2)[CH:19]=[CH:20][CH:21]=1.